This data is from Catalyst prediction with 721,799 reactions and 888 catalyst types from USPTO. The task is: Predict which catalyst facilitates the given reaction. (1) Product: [F:1][C:2]1[C:9]([C:10]2[CH:15]=[N:14][CH:13]=[C:12]([NH:16][CH:17]([C:19]3[CH:20]=[CH:21][C:22]([F:25])=[CH:23][CH:24]=3)[CH3:18])[N:11]=2)=[CH:8][CH:7]=[CH:6][C:3]=1[CH:4]=[C:30]1[S:26][C:27](=[O:32])[NH:28][C:29]1=[O:31]. The catalyst class is: 8. Reactant: [F:1][C:2]1[C:9]([C:10]2[CH:15]=[N:14][CH:13]=[C:12]([NH:16][CH:17]([C:19]3[CH:24]=[CH:23][C:22]([F:25])=[CH:21][CH:20]=3)[CH3:18])[N:11]=2)=[CH:8][CH:7]=[CH:6][C:3]=1[CH:4]=O.[S:26]1[CH2:30][C:29](=[O:31])[NH:28][C:27]1=[O:32].N1CCCCC1. (2) Reactant: [CH3:1][C:2]1[N:11]2[C:5]([CH:6]([O:16][CH:17]3[CH2:22][CH2:21][N:20]([CH3:23])[CH2:19][CH2:18]3)[C:7]3[CH:15]=[CH:14][CH:13]=[CH:12][C:8]=3[CH2:9][CH2:10]2)=[N:4][C:3]=1[C:24]1[CH:29]=[CH:28][C:27]([NH2:30])=[CH:26][CH:25]=1.CCN(C(C)C)C(C)C.[CH:40]([N:43]=[C:44]=[S:45])([CH3:42])[CH3:41]. Product: [CH:40]([NH:43][C:44]([NH:30][C:27]1[CH:28]=[CH:29][C:24]([C:3]2[N:4]=[C:5]3[N:11]([CH2:10][CH2:9][C:8]4[CH:12]=[CH:13][CH:14]=[CH:15][C:7]=4[CH:6]3[O:16][CH:17]3[CH2:18][CH2:19][N:20]([CH3:23])[CH2:21][CH2:22]3)[C:2]=2[CH3:1])=[CH:25][CH:26]=1)=[S:45])([CH3:42])[CH3:41]. The catalyst class is: 10. (3) Reactant: [Cl:1][C:2]1[CH:11]=[C:10]([C:12](=[O:14])[CH3:13])[C:9]([C:15]2[CH:20]=[CH:19][CH:18]=[CH:17][C:16]=2[F:21])=[C:8]2[C:3]=1[CH:4]=[CH:5][CH:6]=[N:7]2.[BH4-].[Na+]. Product: [Cl:1][C:2]1[CH:11]=[C:10]([CH:12]([OH:14])[CH3:13])[C:9]([C:15]2[CH:20]=[CH:19][CH:18]=[CH:17][C:16]=2[F:21])=[C:8]2[C:3]=1[CH:4]=[CH:5][CH:6]=[N:7]2. The catalyst class is: 5. (4) Reactant: [C:1]1([N:7]2[C:15]3[C:10](=[CH:11][CH:12]=[CH:13][CH:14]=3)[C:9](=O)[C:8]2=[O:17])[CH:6]=[CH:5][CH:4]=[CH:3][CH:2]=1.[OH-].[K+].O.NN.Cl. Product: [C:1]1([N:7]2[C:15]3[C:10](=[CH:11][CH:12]=[CH:13][CH:14]=3)[CH2:9][C:8]2=[O:17])[CH:2]=[CH:3][CH:4]=[CH:5][CH:6]=1. The catalyst class is: 746. (5) Reactant: [F:1][C:2]1[CH:7]=[CH:6][C:5]([F:8])=[CH:4][C:3]=1[C:9]1[CH2:13][N:12]([C:14]([N:16]([CH3:18])[CH3:17])=[O:15])[C:11]([CH2:25][OH:26])([C:19]2[CH:24]=[CH:23][CH:22]=[CH:21][CH:20]=2)[CH:10]=1.CC(OI1(OC(C)=O)(OC(C)=O)OC(=O)C2C=CC=CC1=2)=O. Product: [F:1][C:2]1[CH:7]=[CH:6][C:5]([F:8])=[CH:4][C:3]=1[C:9]1[CH2:13][N:12]([C:14]([N:16]([CH3:18])[CH3:17])=[O:15])[C:11]([CH:25]=[O:26])([C:19]2[CH:24]=[CH:23][CH:22]=[CH:21][CH:20]=2)[CH:10]=1. The catalyst class is: 2. (6) Reactant: [NH2:1][CH:2]1[CH2:7][CH2:6][CH:5]([OH:8])[CH2:4][CH2:3]1.[C:9](O[C:9]([O:11][C:12]([CH3:15])([CH3:14])[CH3:13])=[O:10])([O:11][C:12]([CH3:15])([CH3:14])[CH3:13])=[O:10]. Product: [OH:8][CH:5]1[CH2:6][CH2:7][CH:2]([NH:1][C:9](=[O:10])[O:11][C:12]([CH3:15])([CH3:14])[CH3:13])[CH2:3][CH2:4]1. The catalyst class is: 1. (7) Reactant: O.[Na].[N+:3]([CH:6]([CH:9]=O)[CH:7]=O)([O-:5])=[O:4].[NH2:11][C:12]1[N:16]([S:17]([C:20]2[CH:26]=[CH:25][C:23]([CH3:24])=[CH:22][CH:21]=2)(=[O:19])=[O:18])[N:15]=[C:14]([OH:27])[CH:13]=1.FC1(F)C[C@H]1C1C2C(=NC=C(NC(=O)C3C(F)=CC=C(NS(CCC)(=O)=O)C=3F)C=2)NN=1. Product: [N+:3]([C:6]1[CH:7]=[C:13]2[C:14]([OH:27])=[N:15][N:16]([S:17]([C:20]3[CH:26]=[CH:25][C:23]([CH3:24])=[CH:22][CH:21]=3)(=[O:19])=[O:18])[C:12]2=[N:11][CH:9]=1)([O-:5])=[O:4]. The catalyst class is: 86. (8) Reactant: C(OC([N:8]1[CH2:13][CH2:12][N:11]([S:14]([C:17]2[NH:18][C:19]3[C:24]([CH:25]=2)=[CH:23][C:22]([Cl:26])=[CH:21][CH:20]=3)(=[O:16])=[O:15])[CH2:10][CH:9]1[CH2:27][C:28]([OH:30])=O)=O)(C)(C)C.C(N1C=CN=C1)(N1C=CN=C1)=O.[CH3:43][S:44]([NH2:47])(=[O:46])=[O:45].C1CCN2C(=NCCC2)CC1.[F:59][C:60]([F:65])([F:64])[C:61]([OH:63])=[O:62]. Product: [F:59][C:60]([F:65])([F:64])[C:61]([OH:63])=[O:62].[Cl:26][C:22]1[CH:23]=[C:24]2[C:19](=[CH:20][CH:21]=1)[NH:18][C:17]([S:14]([N:11]1[CH2:12][CH2:13][NH:8][CH:9]([CH2:27][C:28]([NH:47][S:44]([CH3:43])(=[O:46])=[O:45])=[O:30])[CH2:10]1)(=[O:16])=[O:15])=[CH:25]2. The catalyst class is: 595. (9) Reactant: [NH2:1][C:2]1[CH:3]=[CH:4][C:5]([CH3:21])=[C:6]([NH:8][C:9]2[N:14]=[C:13]([C:15]3[CH:16]=[N:17][CH:18]=[CH:19][CH:20]=3)[CH:12]=[CH:11][N:10]=2)[CH:7]=1.C(N(CC)CC)C.[Cl:29][CH2:30][C:31]1[CH:39]=[CH:38][C:34]([C:35](Cl)=[O:36])=[CH:33][CH:32]=1. Product: [Cl:29][CH2:30][C:31]1[CH:39]=[CH:38][C:34]([C:35]([NH:1][C:2]2[CH:3]=[CH:4][C:5]([CH3:21])=[C:6]([NH:8][C:9]3[N:14]=[C:13]([C:15]4[CH:16]=[N:17][CH:18]=[CH:19][CH:20]=4)[CH:12]=[CH:11][N:10]=3)[CH:7]=2)=[O:36])=[CH:33][CH:32]=1. The catalyst class is: 7. (10) Reactant: [N+:1]([C:4]1[CH:12]=[CH:11][C:10]([N:13]2[CH2:18][CH2:17][N:16]([CH2:19][C:20]3[CH:25]=[CH:24][CH:23]=[CH:22][CH:21]=3)[CH2:15][CH2:14]2)=[CH:9][C:5]=1[C:6]([OH:8])=[O:7])([O-])=O.C1CCCCC=1. Product: [NH2:1][C:4]1[CH:12]=[CH:11][C:10]([N:13]2[CH2:18][CH2:17][N:16]([CH2:19][C:20]3[CH:21]=[CH:22][CH:23]=[CH:24][CH:25]=3)[CH2:15][CH2:14]2)=[CH:9][C:5]=1[C:6]([OH:8])=[O:7]. The catalyst class is: 29.